Dataset: NCI-60 drug combinations with 297,098 pairs across 59 cell lines. Task: Regression. Given two drug SMILES strings and cell line genomic features, predict the synergy score measuring deviation from expected non-interaction effect. (1) Drug 2: B(C(CC(C)C)NC(=O)C(CC1=CC=CC=C1)NC(=O)C2=NC=CN=C2)(O)O. Drug 1: CCN(CC)CCCC(C)NC1=C2C=C(C=CC2=NC3=C1C=CC(=C3)Cl)OC. Cell line: RPMI-8226. Synergy scores: CSS=41.3, Synergy_ZIP=2.39, Synergy_Bliss=1.70, Synergy_Loewe=-10.6, Synergy_HSA=-4.93. (2) Drug 1: C1=CC(=CC=C1CC(C(=O)O)N)N(CCCl)CCCl.Cl. Drug 2: COCCOC1=C(C=C2C(=C1)C(=NC=N2)NC3=CC=CC(=C3)C#C)OCCOC.Cl. Cell line: SK-OV-3. Synergy scores: CSS=8.71, Synergy_ZIP=-5.13, Synergy_Bliss=-3.42, Synergy_Loewe=-3.39, Synergy_HSA=-3.21. (3) Drug 2: CN1C(=O)N2C=NC(=C2N=N1)C(=O)N. Synergy scores: CSS=18.2, Synergy_ZIP=-5.26, Synergy_Bliss=2.50, Synergy_Loewe=-18.3, Synergy_HSA=1.07. Drug 1: C1C(C(OC1N2C=C(C(=O)NC2=O)F)CO)O. Cell line: TK-10. (4) Drug 1: COC1=NC(=NC2=C1N=CN2C3C(C(C(O3)CO)O)O)N. Drug 2: CCC1(CC2CC(C3=C(CCN(C2)C1)C4=CC=CC=C4N3)(C5=C(C=C6C(=C5)C78CCN9C7C(C=CC9)(C(C(C8N6C)(C(=O)OC)O)OC(=O)C)CC)OC)C(=O)OC)O.OS(=O)(=O)O. Cell line: RXF 393. Synergy scores: CSS=15.6, Synergy_ZIP=-5.62, Synergy_Bliss=-1.22, Synergy_Loewe=-0.0504, Synergy_HSA=-0.347. (5) Drug 1: C1=CC(=CC=C1CCC2=CNC3=C2C(=O)NC(=N3)N)C(=O)NC(CCC(=O)O)C(=O)O. Drug 2: CC1CCC2CC(C(=CC=CC=CC(CC(C(=O)C(C(C(=CC(C(=O)CC(OC(=O)C3CCCCN3C(=O)C(=O)C1(O2)O)C(C)CC4CCC(C(C4)OC)OCCO)C)C)O)OC)C)C)C)OC. Cell line: A549. Synergy scores: CSS=34.6, Synergy_ZIP=-8.63, Synergy_Bliss=-10.3, Synergy_Loewe=-3.35, Synergy_HSA=-1.91. (6) Drug 1: C1=CC(=CC=C1CCC2=CNC3=C2C(=O)NC(=N3)N)C(=O)NC(CCC(=O)O)C(=O)O. Cell line: MDA-MB-231. Drug 2: CN(CCCl)CCCl.Cl. Synergy scores: CSS=19.6, Synergy_ZIP=-4.62, Synergy_Bliss=0.862, Synergy_Loewe=-1.60, Synergy_HSA=0.620. (7) Drug 1: C1=CC(=CC=C1CCC2=CNC3=C2C(=O)NC(=N3)N)C(=O)NC(CCC(=O)O)C(=O)O. Drug 2: C1CCC(CC1)NC(=O)N(CCCl)N=O. Cell line: A498. Synergy scores: CSS=18.8, Synergy_ZIP=-3.03, Synergy_Bliss=-3.66, Synergy_Loewe=-6.93, Synergy_HSA=-1.28. (8) Drug 1: COC1=CC(=CC(=C1O)OC)C2C3C(COC3=O)C(C4=CC5=C(C=C24)OCO5)OC6C(C(C7C(O6)COC(O7)C8=CC=CS8)O)O. Drug 2: CC1=C(C(CCC1)(C)C)C=CC(=CC=CC(=CC(=O)O)C)C. Cell line: TK-10. Synergy scores: CSS=11.7, Synergy_ZIP=-8.83, Synergy_Bliss=-4.90, Synergy_Loewe=-16.0, Synergy_HSA=-4.48. (9) Drug 1: CN(C)N=NC1=C(NC=N1)C(=O)N. Cell line: ACHN. Drug 2: C(CC(=O)O)C(=O)CN.Cl. Synergy scores: CSS=21.7, Synergy_ZIP=-2.20, Synergy_Bliss=7.33, Synergy_Loewe=1.56, Synergy_HSA=6.60. (10) Synergy scores: CSS=8.24, Synergy_ZIP=0.257, Synergy_Bliss=5.69, Synergy_Loewe=3.60, Synergy_HSA=5.53. Drug 1: CC1CCC2CC(C(=CC=CC=CC(CC(C(=O)C(C(C(=CC(C(=O)CC(OC(=O)C3CCCCN3C(=O)C(=O)C1(O2)O)C(C)CC4CCC(C(C4)OC)O)C)C)O)OC)C)C)C)OC. Cell line: PC-3. Drug 2: CC1CCC2CC(C(=CC=CC=CC(CC(C(=O)C(C(C(=CC(C(=O)CC(OC(=O)C3CCCCN3C(=O)C(=O)C1(O2)O)C(C)CC4CCC(C(C4)OC)OCCO)C)C)O)OC)C)C)C)OC.